From a dataset of Peptide-MHC class I binding affinity with 185,985 pairs from IEDB/IMGT. Regression. Given a peptide amino acid sequence and an MHC pseudo amino acid sequence, predict their binding affinity value. This is MHC class I binding data. (1) The peptide sequence is SDDQLRLLK. The MHC is HLA-A11:01 with pseudo-sequence HLA-A11:01. The binding affinity (normalized) is 0.445. (2) The peptide sequence is RRAARAEYL. The MHC is Mamu-A07 with pseudo-sequence Mamu-A07. The binding affinity (normalized) is 0.125. (3) The peptide sequence is IEELRRHLL. The MHC is HLA-B15:01 with pseudo-sequence HLA-B15:01. The binding affinity (normalized) is 0.113. (4) The peptide sequence is AEMLANIDL. The MHC is HLA-B40:02 with pseudo-sequence HLA-B40:02. The binding affinity (normalized) is 0.786. (5) The peptide sequence is RVNKGTGVK. The MHC is HLA-A11:01 with pseudo-sequence HLA-A11:01. The binding affinity (normalized) is 0.593. (6) The peptide sequence is LILGAQALPV. The MHC is HLA-A02:01 with pseudo-sequence HLA-A02:01. The binding affinity (normalized) is 0.631.